From a dataset of Reaction yield outcomes from USPTO patents with 853,638 reactions. Predict the reaction yield, written as a fraction of the theoretical maximum amount of product (1.0 means a 100% yield; for example, 0.34 means a 34% yield). The reactants are C([O:3][CH:4](OCC)[C:5]1[CH:6]=[C:7]([CH:11]2[NH:23][C:21]3[C:22]4[C:13](=[N:14][NH:15][C:16](=[O:24])[C:17]=4[CH:18]=[CH:19][CH:20]=3)[CH:12]2[C:25]2[CH:30]=[CH:29][CH:28]=[C:27]([CH:31](OCC)[O:32]CC)[CH:26]=2)[CH:8]=[CH:9][CH:10]=1)C.C(=O)([O-])[O-].[K+].[K+]. The catalyst is Cl. The product is [O:24]=[C:16]1[C:17]2[CH:18]=[CH:19][CH:20]=[C:21]3[NH:23][CH:11]([C:7]4[CH:6]=[C:5]([CH:10]=[CH:9][CH:8]=4)[CH:4]=[O:3])[CH:12]([C:25]4[CH:26]=[C:27]([CH:28]=[CH:29][CH:30]=4)[CH:31]=[O:32])[C:13]([C:22]=23)=[N:14][NH:15]1. The yield is 0.880.